This data is from Peptide-MHC class II binding affinity with 134,281 pairs from IEDB. The task is: Regression. Given a peptide amino acid sequence and an MHC pseudo amino acid sequence, predict their binding affinity value. This is MHC class II binding data. (1) The peptide sequence is HDWILADKRPTAWFL. The MHC is DRB1_0901 with pseudo-sequence DRB1_0901. The binding affinity (normalized) is 0.568. (2) The peptide sequence is AYKKVWRDHRGTI. The MHC is H-2-IAd with pseudo-sequence H-2-IAd. The binding affinity (normalized) is 0. (3) The peptide sequence is GGRSLTTLLRALGAQ. The MHC is DRB1_0404 with pseudo-sequence DRB1_0404. The binding affinity (normalized) is 0.584. (4) The peptide sequence is ERWFVRNPFFAVTAL. The MHC is H-2-IEd with pseudo-sequence H-2-IEd. The binding affinity (normalized) is 0.285. (5) The peptide sequence is EWVAMTKGEGGVW. The MHC is DRB1_1101 with pseudo-sequence DRB1_1101. The binding affinity (normalized) is 0.706. (6) The binding affinity (normalized) is 0. The peptide sequence is VIPEPGQQRSIQDNQ. The MHC is HLA-DQA10201-DQB10301 with pseudo-sequence HLA-DQA10201-DQB10301. (7) The peptide sequence is DRYSVDADLQLGELI. The MHC is DRB1_0801 with pseudo-sequence DRB1_0801. The binding affinity (normalized) is 0. (8) The peptide sequence is TAKAPGLVPKLDAAY. The MHC is DRB1_1001 with pseudo-sequence DRB1_1001. The binding affinity (normalized) is 0.340. (9) The peptide sequence is ILDNAAKYVEHDP. The MHC is DRB4_0101 with pseudo-sequence DRB4_0103. The binding affinity (normalized) is 0.0658. (10) The peptide sequence is AVFEYTIDCDGSILG. The MHC is DRB1_1301 with pseudo-sequence DRB1_1301. The binding affinity (normalized) is 0.218.